From a dataset of Forward reaction prediction with 1.9M reactions from USPTO patents (1976-2016). Predict the product of the given reaction. (1) The product is: [F:1][C:2]1[CH:3]=[C:4]([CH2:15][C:16]([NH:31][C:28]2[CH:27]=[CH:26][C:25]([C:20]3[CH:21]=[N:22][CH:23]=[CH:24][N:19]=3)=[CH:30][N:29]=2)=[O:18])[CH:5]=[CH:6][C:7]=1[C:8]1[CH:13]=[CH:12][N:11]=[C:10]([F:14])[CH:9]=1. Given the reactants [F:1][C:2]1[CH:3]=[C:4]([CH2:15][C:16]([OH:18])=O)[CH:5]=[CH:6][C:7]=1[C:8]1[CH:13]=[CH:12][N:11]=[C:10]([F:14])[CH:9]=1.[N:19]1[CH:24]=[CH:23][N:22]=[CH:21][C:20]=1[C:25]1[CH:26]=[CH:27][C:28]([NH2:31])=[N:29][CH:30]=1.CCN(C(C)C)C(C)C.F[P-](F)(F)(F)(F)F.N1(OC(N(C)C)=[N+](C)C)C2N=CC=CC=2N=N1, predict the reaction product. (2) Given the reactants [CH3:1][C:2](=[CH2:4])[CH3:3].[C:5](O)([CH3:8])([CH3:7])[CH3:6], predict the reaction product. The product is: [CH3:4][C:2]([CH2:3][C:5]([CH3:8])([CH3:7])[CH3:6])=[CH2:1].[CH3:3][C:2](=[CH2:1])[CH3:4]. (3) The product is: [Br:1][C:2]1[CH:3]=[C:4]2[C:8](=[CH:9][CH:10]=1)[N:7]([CH:11]1[CH2:16][CH2:15][CH2:14][CH2:13][O:12]1)[N:6]=[C:5]2[C:17]1[N:21]([CH2:35][O:34][CH2:33][CH2:32][Si:31]([CH3:38])([CH3:37])[CH3:30])[C:20]([C:22]2[CH:23]=[CH:24][N:25]=[CH:26][CH:27]=2)=[N:19][CH:18]=1. Given the reactants [Br:1][C:2]1[CH:3]=[C:4]2[C:8](=[CH:9][CH:10]=1)[N:7]([CH:11]1[CH2:16][CH2:15][CH2:14][CH2:13][O:12]1)[N:6]=[C:5]2[C:17]1[NH:21][C:20]([C:22]2[CH:27]=[CH:26][N:25]=[CH:24][CH:23]=2)=[N:19][CH:18]=1.[H-].[Na+].[CH3:30][Si:31]([CH3:38])([CH3:37])[CH2:32][CH2:33][O:34][CH2:35]Cl, predict the reaction product. (4) Given the reactants [Cl:1][C:2]1[C:11]([CH:12]=O)=[CH:10][C:9]2[C:4](=[CH:5][CH:6]=[C:7]([O:14][CH3:15])[CH:8]=2)[N:3]=1.[S:16]1[CH:20]=[CH:19][C:18]([CH2:21][C:22]#[N:23])=[CH:17]1, predict the reaction product. The product is: [Cl:1][C:2]1[C:11](/[CH:12]=[C:21](/[C:18]2[CH:19]=[CH:20][S:16][CH:17]=2)\[C:22]#[N:23])=[CH:10][C:9]2[C:4](=[CH:5][CH:6]=[C:7]([O:14][CH3:15])[CH:8]=2)[N:3]=1. (5) Given the reactants [Na:1].[F:2][C:3]1[CH:8]=[C:7](F)[CH:6]=[CH:5][C:4]=1[S:10]([NH:13][C:14]([NH:16][CH2:17][CH2:18][C:19]1[CH:24]=[CH:23][C:22]([N:25]2[C:29]([CH3:30])=[C:28]([C:31]3[CH:36]=[CH:35][CH:34]=[CH:33][CH:32]=3)[C:27]([C:37]([F:40])([F:39])[F:38])=[N:26]2)=[CH:21][CH:20]=1)=[O:15])(=[O:12])=[O:11].FC1C=CC=CC=1S(N)(=O)=O, predict the reaction product. The product is: [Na:1].[F:2][C:3]1[CH:8]=[CH:7][CH:6]=[CH:5][C:4]=1[S:10]([NH:13][C:14]([NH:16][CH2:17][CH2:18][C:19]1[CH:20]=[CH:21][C:22]([N:25]2[C:29]([CH3:30])=[C:28]([C:31]3[CH:32]=[CH:33][CH:34]=[CH:35][CH:36]=3)[C:27]([C:37]([F:40])([F:38])[F:39])=[N:26]2)=[CH:23][CH:24]=1)=[O:15])(=[O:12])=[O:11]. (6) Given the reactants Cl[C:2]1[CH:7]=[CH:6][N:5]=[C:4]2[N:8](C(OCC)C)[N:9]=[C:10]([CH2:11][CH3:12])[C:3]=12.[N:18]1[C:27]2[C:22](=[CH:23][CH:24]=[CH:25][CH:26]=2)[CH:21]=[C:20](B(O)O)[CH:19]=1.C(=O)([O-])[O-].[Na+].[Na+].C(OCC)(=O)C, predict the reaction product. The product is: [CH2:11]([C:10]1[C:3]2[C:4](=[N:5][CH:6]=[CH:7][C:2]=2[C:20]2[CH:19]=[N:18][C:27]3[C:22]([CH:21]=2)=[CH:23][CH:24]=[CH:25][CH:26]=3)[NH:8][N:9]=1)[CH3:12]. (7) Given the reactants [C:1]([C:5]1[CH:6]=[C:7]2[C:12](=[CH:13][CH:14]=1)[N:11]=[C:10]1[S:15][C:16]([C:18]([OH:20])=O)=[CH:17][C:9]1=[CH:8]2)([CH3:4])([CH3:3])[CH3:2].CN(C=O)C.[CH3:26][N:27]([CH3:31])[CH2:28][CH2:29][NH2:30].C(N(C(C)C)CC)(C)C, predict the reaction product. The product is: [CH3:26][N:27]([CH3:31])[CH2:28][CH2:29][NH:30][C:18]([C:16]1[S:15][C:10]2=[N:11][C:12]3[C:7]([CH:8]=[C:9]2[CH:17]=1)=[CH:6][C:5]([C:1]([CH3:2])([CH3:4])[CH3:3])=[CH:14][CH:13]=3)=[O:20].